From a dataset of Forward reaction prediction with 1.9M reactions from USPTO patents (1976-2016). Predict the product of the given reaction. (1) The product is: [CH3:1][N:2]([CH2:4][C:5]1[C:13]2[O:12][N:11]=[C:10]([CH2:14][CH2:15][CH:16]3[CH2:21][CH2:20][N:19]([CH2:36][C:32]4[CH:31]=[C:30]5[C:35](=[CH:34][CH:33]=4)[NH:27][CH:28]=[CH:29]5)[CH2:18][CH2:17]3)[C:9]=2[CH:8]=[CH:7][C:6]=1[O:22][CH2:23][CH:24]1[CH2:25][CH2:26]1)[CH3:3]. Given the reactants [CH3:1][N:2]([CH2:4][C:5]1[C:13]2[O:12][N:11]=[C:10]([CH2:14][CH2:15][CH:16]3[CH2:21][CH2:20][NH:19][CH2:18][CH2:17]3)[C:9]=2[CH:8]=[CH:7][C:6]=1[O:22][CH2:23][CH:24]1[CH2:26][CH2:25]1)[CH3:3].[NH:27]1[C:35]2[C:30](=[CH:31][C:32]([CH:36]=O)=[CH:33][CH:34]=2)[CH:29]=[CH:28]1.C(O[BH-](OC(=O)C)OC(=O)C)(=O)C.[Na+].Cl, predict the reaction product. (2) Given the reactants N[C:2]1[CH:6]=[C:5]([S:7][CH2:8][CH:9]2[CH2:14][CH2:13][N:12]([C:15]([O:17][CH2:18][C:19]3[CH:24]=[CH:23][CH:22]=[CH:21][CH:20]=3)=[O:16])[CH2:11][CH2:10]2)[N:4]([CH3:25])[N:3]=1.[N+]([O-])([O-])=O.[Na+].[ClH:31], predict the reaction product. The product is: [Cl:31][C:2]1[CH:6]=[C:5]([S:7][CH2:8][CH:9]2[CH2:14][CH2:13][N:12]([C:15]([O:17][CH2:18][C:19]3[CH:24]=[CH:23][CH:22]=[CH:21][CH:20]=3)=[O:16])[CH2:11][CH2:10]2)[N:4]([CH3:25])[N:3]=1.